Predict the reaction yield, written as a fraction of the theoretical maximum amount of product (1.0 means a 100% yield; for example, 0.34 means a 34% yield). From a dataset of Reaction yield outcomes from USPTO patents with 853,638 reactions. (1) The reactants are [C:1]([O:5][C:6]([N:8]1[CH2:12][CH2:11][C@@H:10]([C:13](=[NH:16])[NH:14]O)[CH2:9]1)=[O:7])([CH3:4])([CH3:3])[CH3:2].N1([C:22](N2C=CN=C2)=[S:23])C=CN=C1.B(F)(F)F.CC[O:35]CC. The catalyst is C1COCC1.O. The product is [C:1]([O:5][C:6]([N:8]1[CH2:12][CH2:11][C@@H:10]([C:13]2[NH:14][C:22](=[O:35])[S:23][N:16]=2)[CH2:9]1)=[O:7])([CH3:4])([CH3:3])[CH3:2]. The yield is 0.660. (2) The reactants are [N+:1]([C:4]1[CH:9]=[CH:8][C:7]([OH:10])=[CH:6][CH:5]=1)([O-:3])=[O:2].[F:11][C:12]1[CH:19]=[C:18]([F:20])[C:17]([F:21])=[CH:16][C:13]=1[CH2:14]Br. No catalyst specified. The product is [F:21][C:17]1[CH:16]=[C:13]([CH2:14][O:10][C:7]2[CH:8]=[CH:9][C:4]([N+:1]([O-:3])=[O:2])=[CH:5][CH:6]=2)[C:12]([F:11])=[CH:19][C:18]=1[F:20]. The yield is 0.920. (3) The reactants are [CH:1]([NH:4][C:5]1[C:10]([C:11]([O:13]CC)=[O:12])=[CH:9][N:8]=[C:7]([S:16][CH3:17])[N:6]=1)([CH3:3])[CH3:2].[OH-].[Na+]. The catalyst is C(O)C. The product is [CH:1]([NH:4][C:5]1[C:10]([C:11]([OH:13])=[O:12])=[CH:9][N:8]=[C:7]([S:16][CH3:17])[N:6]=1)([CH3:3])[CH3:2]. The yield is 0.965.